Dataset: Full USPTO retrosynthesis dataset with 1.9M reactions from patents (1976-2016). Task: Predict the reactants needed to synthesize the given product. (1) Given the product [CH3:1][O:2][C:3]1[CH:4]=[CH:5][C:6]([CH2:9][CH:10]([C:16]([NH:35][CH2:34][CH:33]([O:36][CH3:37])[O:32][CH3:31])=[O:18])[CH2:11][C:12]([O:14][CH3:15])=[O:13])=[CH:7][CH:8]=1, predict the reactants needed to synthesize it. The reactants are: [CH3:1][O:2][C:3]1[CH:8]=[CH:7][C:6]([CH2:9][CH:10]([C:16]([OH:18])=O)[CH2:11][C:12]([O:14][CH3:15])=[O:13])=[CH:5][CH:4]=1.C(N1C=CN=C1)(N1C=CN=C1)=O.[CH3:31][O:32][CH:33]([O:36][CH3:37])[CH2:34][NH2:35]. (2) The reactants are: [CH3:1][O:2][C:3]1[CH:8]=[C:7]([CH2:9][CH2:10][N+:11]([O-])=O)[CH:6]=[CH:5][C:4]=1[OH:14].O.NN. Given the product [NH2:11][CH2:10][CH2:9][C:7]1[CH:6]=[CH:5][C:4]([OH:14])=[C:3]([O:2][CH3:1])[CH:8]=1, predict the reactants needed to synthesize it. (3) Given the product [F:15][C:14]([F:17])([F:16])[C:11]1[CH:12]=[CH:13][C:8]([C:6]2[N:5]=[CH:4][N:3]=[C:2]([O:25][C:20]3[CH:21]=[CH:22][CH:23]=[CH:24][C:19]=3[NH2:18])[CH:7]=2)=[CH:9][CH:10]=1, predict the reactants needed to synthesize it. The reactants are: Cl[C:2]1[CH:7]=[C:6]([C:8]2[CH:13]=[CH:12][C:11]([C:14]([F:17])([F:16])[F:15])=[CH:10][CH:9]=2)[N:5]=[CH:4][N:3]=1.[NH2:18][C:19]1[CH:24]=[CH:23][CH:22]=[CH:21][C:20]=1[OH:25].[H-].[Na+]. (4) Given the product [CH2:1]([CH:3]([NH:6][C:7](=[O:40])[NH:8][C:9]1[CH:37]=[CH:36][C:12]([O:13][C:14]2[CH:15]=[CH:16][C:17]([NH:20][C:21](=[O:35])[C:22]3[CH:27]=[CH:26][C:25]([O:28][CH:29]4[CH2:30][CH2:31][N:32]([CH:58]([CH3:57])[CH2:59][CH2:60][CH3:61])[CH2:33][CH2:34]4)=[CH:24][CH:23]=3)=[CH:18][CH:19]=2)=[C:11]([O:38][CH3:39])[CH:10]=1)[CH2:4][CH3:5])[CH3:2], predict the reactants needed to synthesize it. The reactants are: [CH2:1]([CH:3]([NH:6][C:7](=[O:40])[NH:8][C:9]1[CH:37]=[CH:36][C:12]([O:13][C:14]2[CH:19]=[CH:18][C:17]([NH:20][C:21](=[O:35])[C:22]3[CH:27]=[CH:26][C:25]([O:28][CH:29]4[CH2:34][CH2:33][NH:32][CH2:31][CH2:30]4)=[CH:24][CH:23]=3)=[CH:16][CH:15]=2)=[C:11]([O:38][CH3:39])[CH:10]=1)[CH2:4][CH3:5])[CH3:2].CCN(C(C)C)C(C)C.[O-]S([O-])(=O)=O.[Na+].[Na+].[CH3:57][C:58](=O)[CH2:59][CH2:60][CH3:61].[BH4-].[Na+]. (5) Given the product [N:3]1[C:12]2[C:7](=[CH:8][CH:9]=[CH:10][C:11]=2[CH2:15][OH:16])[CH:6]=[CH:5][CH:4]=1, predict the reactants needed to synthesize it. The reactants are: [BH4-].[Na+].[N:3]1[C:12]2[C:7](=[CH:8][CH:9]=[CH:10][CH:11]=2)[CH:6]=[C:5](C=O)[CH:4]=1.[CH3:15][OH:16]. (6) The reactants are: Br[C:2]1[N:7]=[C:6]2[CH:8]=[C:9]([C:11]3[CH:16]=[CH:15][CH:14]=[CH:13][C:12]=3[Cl:17])[NH:10][C:5]2=[CH:4][CH:3]=1.[CH3:18][N:19]1[C:23](B(O)O)=[CH:22][C:21]([C:27]([F:30])([F:29])[F:28])=[N:20]1.[CH3:31]COC(C)=O. Given the product [Cl:17][C:12]1[CH:13]=[CH:14][CH:15]=[CH:16][C:11]=1/[CH:9]=[CH:8]/[C:6]1[C:5]([NH:10][CH3:31])=[CH:4][CH:3]=[C:2]([C:23]2[N:19]([CH3:18])[N:20]=[C:21]([C:27]([F:30])([F:29])[F:28])[CH:22]=2)[N:7]=1, predict the reactants needed to synthesize it. (7) Given the product [F:12][C:13]1[CH:14]=[C:15]([N:42]2[CH:47]=[CH:46][CH:45]=[C:44]([C:48]([NH:67][C:66]3[CH:68]=[CH:69][C:63]([F:62])=[CH:64][CH:65]=3)=[O:49])[C:43]2=[O:51])[CH:16]=[CH:17][C:18]=1[O:19][C:20]1[C:29]2[C:24](=[CH:25][C:26]([O:32][CH2:33][CH2:34][CH2:35][N:36]3[CH2:41][CH2:40][O:39][CH2:38][CH2:37]3)=[C:27]([O:30][CH3:31])[CH:28]=2)[N:23]=[CH:22][CH:21]=1, predict the reactants needed to synthesize it. The reactants are: CCN=C=NCCCN(C)C.[F:12][C:13]1[CH:14]=[C:15]([N:42]2[CH:47]=[CH:46][CH:45]=[C:44]([C:48](O)=[O:49])[C:43]2=[O:51])[CH:16]=[CH:17][C:18]=1[O:19][C:20]1[C:29]2[C:24](=[CH:25][C:26]([O:32][CH2:33][CH2:34][CH2:35][N:36]3[CH2:41][CH2:40][O:39][CH2:38][CH2:37]3)=[C:27]([O:30][CH3:31])[CH:28]=2)[N:23]=[CH:22][CH:21]=1.C1C=CC2N(O)N=NC=2C=1.[F:62][C:63]1[CH:69]=[CH:68][C:66]([NH2:67])=[CH:65][CH:64]=1.CCN(CC)CC.